This data is from Forward reaction prediction with 1.9M reactions from USPTO patents (1976-2016). The task is: Predict the product of the given reaction. (1) Given the reactants [I:1][C:2]1[CH:3]=[C:4]([CH:10]=[C:11]([N+:13]([O-])=O)[CH:12]=1)[C:5]([O:7][CH2:8][CH3:9])=[O:6].[Sn](Cl)Cl, predict the reaction product. The product is: [NH2:13][C:11]1[CH:10]=[C:4]([CH:3]=[C:2]([I:1])[CH:12]=1)[C:5]([O:7][CH2:8][CH3:9])=[O:6]. (2) Given the reactants [F:1][C:2]1[N:7]=[C:6]2[NH:8][CH:9]=[CH:10][C:5]2=[CH:4][CH:3]=1.C(=O)([O-])[O-].[K+].[K+].[CH2:17](Br)[CH3:18], predict the reaction product. The product is: [CH2:17]([N:8]1[C:6]2=[N:7][C:2]([F:1])=[CH:3][CH:4]=[C:5]2[CH:10]=[CH:9]1)[CH3:18]. (3) Given the reactants CN(C=O)C.[CH2:6]([O:8][C:9]([C:11]1[C:12]([C:16]([F:19])([F:18])[F:17])=[N:13][NH:14][CH:15]=1)=[O:10])[CH3:7].[H-].[Na+].[CH:22]1(I)[CH2:26][CH2:25][CH2:24][CH2:23]1, predict the reaction product. The product is: [CH2:6]([O:8][C:9]([C:11]1[C:12]([C:16]([F:18])([F:19])[F:17])=[N:13][N:14]([CH:22]2[CH2:26][CH2:25][CH2:24][CH2:23]2)[CH:15]=1)=[O:10])[CH3:7]. (4) Given the reactants C(OC([N:8]1[CH2:21][CH2:20][C:19](=[CH:22][C:23]([O:25]CC)=[O:24])[C:18]2[C:17]3[C:12](=[CH:13][CH:14]=[CH:15][CH:16]=3)[N:11](C(OC(C)(C)C)=O)[C:10]=2[C:9]1=[O:35])=O)(C)(C)C.[Li+].[OH-], predict the reaction product. The product is: [O:35]=[C:9]1[C:10]2[NH:11][C:12]3[C:17]([C:18]=2[C:19]([CH2:22][C:23]([OH:25])=[O:24])=[CH:20][CH2:21][NH:8]1)=[CH:16][CH:15]=[CH:14][CH:13]=3. (5) Given the reactants Cl.[NH2:2][CH2:3][C:4]([O:6][CH3:7])=[O:5].Cl[C:9]1[C:14]([N+:15]([O-:17])=[O:16])=[CH:13][CH:12]=[C:11]([Cl:18])[N:10]=1.C(N(CC)CC)C, predict the reaction product. The product is: [Cl:18][C:11]1[N:10]=[C:9]([NH:2][CH2:3][C:4]([O:6][CH3:7])=[O:5])[C:14]([N+:15]([O-:17])=[O:16])=[CH:13][CH:12]=1. (6) Given the reactants [C:1]([CH2:3][C:4]1[CH:5]=[CH:6][C:7]([CH2:14][N:15]2[CH2:19][CH2:18][CH2:17][CH2:16]2)=[C:8]([CH:13]=1)[C:9]([O:11][CH3:12])=[O:10])#[N:2], predict the reaction product. The product is: [NH2:2][CH2:1][CH2:3][C:4]1[CH:5]=[CH:6][C:7]([CH2:14][N:15]2[CH2:19][CH2:18][CH2:17][CH2:16]2)=[C:8]([CH:13]=1)[C:9]([O:11][CH3:12])=[O:10].